Dataset: TCR-epitope binding with 47,182 pairs between 192 epitopes and 23,139 TCRs. Task: Binary Classification. Given a T-cell receptor sequence (or CDR3 region) and an epitope sequence, predict whether binding occurs between them. (1) The epitope is YLQPRTFLL. The TCR CDR3 sequence is CASSDSEGHNTGELFF. Result: 1 (the TCR binds to the epitope). (2) The epitope is LLWNGPMAV. The TCR CDR3 sequence is CASSMRRGTDTQYF. Result: 1 (the TCR binds to the epitope). (3) The epitope is TPINLVRDL. The TCR CDR3 sequence is CASSLYGGDTEAFF. Result: 1 (the TCR binds to the epitope).